Dataset: Reaction yield outcomes from USPTO patents with 853,638 reactions. Task: Predict the reaction yield, written as a fraction of the theoretical maximum amount of product (1.0 means a 100% yield; for example, 0.34 means a 34% yield). (1) The reactants are O[C:2]1([OH:20])[C:10](=[O:11])[C:9]2[C:4](=[CH:5][CH:6]=[C:7]([N+:16]([O-:18])=[O:17])[C:8]=2[NH:12][C:13](=[O:15])[CH3:14])[C:3]1=[O:19].[Se]=O.CC(O)=O.[CH:27]([C:30]1[CH:35]=[CH:34][CH:33]=[C:32]([O:36][CH3:37])[CH:31]=1)([CH3:29])[CH3:28]. The catalyst is O1CCOCC1. The product is [OH:20][C:2]1([C:33]2[CH:34]=[CH:35][C:30]([CH:27]([CH3:29])[CH3:28])=[CH:31][C:32]=2[O:36][CH3:37])[C:10](=[O:11])[C:9]2[C:4](=[CH:5][CH:6]=[C:7]([N+:16]([O-:18])=[O:17])[C:8]=2[NH:12][C:13](=[O:15])[CH3:14])[C:3]1=[O:19]. The yield is 0.140. (2) The reactants are [NH2:1][C:2]1[CH:7]=[CH:6][C:5]([O:8][C:9]2[CH:14]=[CH:13][CH:12]=[CH:11][CH:10]=2)=[CH:4][C:3]=1[C:15]([C:17]1[CH:22]=[CH:21][C:20]([Cl:23])=[CH:19][CH:18]=1)=O.[C:24]([CH2:27][C:28](=O)[CH3:29])(=[O:26])[CH3:25]. The catalyst is C(O)(C)C. The product is [Cl:23][C:20]1[CH:21]=[CH:22][C:17]([C:15]2[C:3]3[C:2](=[CH:7][CH:6]=[C:5]([O:8][C:9]4[CH:14]=[CH:13][CH:12]=[CH:11][CH:10]=4)[CH:4]=3)[N:1]=[C:28]([CH3:29])[C:27]=2[C:24](=[O:26])[CH3:25])=[CH:18][CH:19]=1. The yield is 0.420. (3) The reactants are [C:1]1([NH:7][C:8]2[CH:13]=[CH:12][CH:11]=[CH:10][CH:9]=2)[CH:6]=[CH:5][CH:4]=[CH:3][CH:2]=1.I[C:15]1[CH:20]=[CH:19][C:18]([I:21])=[CH:17][CH:16]=1.C(=O)([O-])[O-].[K+].[K+]. The catalyst is ClC1C=CC=CC=1Cl.[Cu]. The product is [C:8]1([N:7]([C:1]2[CH:2]=[CH:3][CH:4]=[CH:5][CH:6]=2)[C:15]2[CH:20]=[CH:19][C:18]([I:21])=[CH:17][CH:16]=2)[CH:9]=[CH:10][CH:11]=[CH:12][CH:13]=1. The yield is 0.440. (4) The catalyst is C(O)(CC)C.O. The yield is 0.970. The product is [CH2:16]1[CH2:17][CH2:18][C:13]2([CH2:23][C:24](=[O:26])[NH:12][C:20](=[O:21])[CH2:19]2)[CH2:14][CH2:15]1. The reactants are C(OC(=O)C)(=O)C.C([O-])(=O)C.[NH4+:12].[C:13]1([CH2:23][C:24]([OH:26])=O)([CH2:19][C:20](O)=[O:21])[CH2:18][CH2:17][CH2:16][CH2:15][CH2:14]1.N. (5) The reactants are [Br:1][C:2]1[N:7]=[CH:6][C:5]([NH2:8])=[C:4]([CH3:9])[CH:3]=1.C(O)(=O)C.[N:14]([O-])=O.[Na+]. The catalyst is O. The product is [Br:1][C:2]1[CH:3]=[C:4]2[CH:9]=[N:14][NH:8][C:5]2=[CH:6][N:7]=1. The yield is 0.791. (6) The product is [Cl:22][C:23]1[N:28]=[C:27]([N:29]([C:45]([O:47][C:48]([CH3:51])([CH3:50])[CH3:49])=[O:46])[N:30]([C:31]([O:33][C:34]([CH3:35])([CH3:36])[CH3:37])=[O:32])[C:38]([O:40][C:41]([CH3:42])([CH3:43])[CH3:44])=[O:39])[C:26]([F:52])=[C:25]([N:8]([N:5]2[CH2:4][CH2:3][N:2]([CH3:1])[CH2:7][CH2:6]2)[CH2:9][C:10]2[S:11][CH:12]=[CH:13][N:14]=2)[N:24]=1. The yield is 0.0300. The reactants are [CH3:1][N:2]1[CH2:7][CH2:6][N:5]([NH:8][CH2:9][C:10]2[S:11][CH:12]=[CH:13][N:14]=2)[CH2:4][CH2:3]1.C(N(CC)CC)C.[Cl:22][C:23]1[N:28]=[C:27]([N:29]([C:45]([O:47][C:48]([CH3:51])([CH3:50])[CH3:49])=[O:46])[N:30]([C:38]([O:40][C:41]([CH3:44])([CH3:43])[CH3:42])=[O:39])[C:31]([O:33][C:34]([CH3:37])([CH3:36])[CH3:35])=[O:32])[C:26]([F:52])=[C:25](Cl)[N:24]=1.CS(C)=O. The catalyst is C1COCC1. (7) The reactants are C[N:2]1[CH:7]=[C:6]([N+]([O-])=O)[CH:5]=[C:4]([N+:11]([O-:13])=[O:12])[C:3]1=O.[CH3:15][CH:16](C)[C:17](=O)C.N. The catalyst is CO. The product is [CH:16]([C:7]1[CH:6]=[CH:5][C:4]([N+:11]([O-:13])=[O:12])=[CH:3][N:2]=1)([CH3:17])[CH3:15]. The yield is 0.280. (8) The product is [C:1]([C:4]1[N:9]=[C:8]([C:10]2[CH:15]=[CH:14][C:13]([C:27]3[C:26]([F:36])=[CH:25][C:24]([C:37]4([C:40]([O:42][CH3:43])=[O:41])[CH2:38][CH2:39]4)=[CH:23][C:22]=3[F:21])=[CH:12][CH:11]=2)[C:7]([CH3:19])=[N:6][C:5]=1[CH3:20])(=[O:3])[NH2:2]. The catalyst is C(#N)CCC.Cl[Pd]Cl.C1(P(C2C=CC=CC=2)[C-]2C=CC=C2)C=CC=CC=1.[C-]1(P(C2C=CC=CC=2)C2C=CC=CC=2)C=CC=C1.[Fe+2]. The reactants are [C:1]([C:4]1[N:9]=[C:8]([C:10]2[CH:15]=[CH:14][C:13](B(O)O)=[CH:12][CH:11]=2)[C:7]([CH3:19])=[N:6][C:5]=1[CH3:20])(=[O:3])[NH2:2].[F:21][C:22]1[CH:23]=[C:24]([C:37]2([C:40]([O:42][CH3:43])=[O:41])[CH2:39][CH2:38]2)[CH:25]=[C:26]([F:36])[C:27]=1OS(C(F)(F)F)(=O)=O.[Cl-].[Li+].P([O-])([O-])([O-])=O.[K+].[K+].[K+]. The yield is 0.439. (9) The reactants are FC(F)(F)C(N[C@@H:6]1[C:14]2C(=CC=C(OC)C=2)C(=O)[CH2:7]1)=O.[OH:20][C:21]1[CH:22]=[C:23]([CH:26]=[CH:27][CH:28]=1)[CH:24]=[O:25].IC(C)C.C([O-])([O-])=O.[K+].[K+]. The catalyst is CN(C=O)C.O. The product is [CH:6]([O:20][C:21]1[CH:22]=[C:23]([CH:26]=[CH:27][CH:28]=1)[CH:24]=[O:25])([CH3:14])[CH3:7]. The yield is 0.850.